This data is from Full USPTO retrosynthesis dataset with 1.9M reactions from patents (1976-2016). The task is: Predict the reactants needed to synthesize the given product. (1) The reactants are: [CH:1]1([CH2:4][O:5][C:6]2[CH:11]=[C:10]([F:12])[C:9]([CH3:13])=[CH:8][C:7]=2[C:14]2[C:15]3[NH:22][C:21]([CH3:23])=[C:20]([C:24]([O:26][CH2:27][CH3:28])=[O:25])[C:16]=3[N:17]=[CH:18][N:19]=2)[CH2:3][CH2:2]1.Cl[CH2:30][O:31][CH2:32][CH2:33][Si:34]([CH3:37])([CH3:36])[CH3:35]. Given the product [CH:1]1([CH2:4][O:5][C:6]2[CH:11]=[C:10]([F:12])[C:9]([CH3:13])=[CH:8][C:7]=2[C:14]2[C:15]3[N:22]([CH2:30][O:31][CH2:32][CH2:33][Si:34]([CH3:37])([CH3:36])[CH3:35])[C:21]([CH3:23])=[C:20]([C:24]([O:26][CH2:27][CH3:28])=[O:25])[C:16]=3[N:17]=[CH:18][N:19]=2)[CH2:3][CH2:2]1, predict the reactants needed to synthesize it. (2) Given the product [C:12]([C@@H:15]([NH:20][C:21]([C@@H:22]([NH:36][C:6]([C@H:5]([CH3:9])[CH2:4][C:3]([O:2][CH3:1])=[O:10])=[O:8])[CH2:23][C:24]1[CH:29]=[CH:28][C:27]([C:30]2[CH:31]=[CH:32][CH:33]=[CH:34][CH:35]=2)=[CH:26][CH:25]=1)=[O:37])[CH:16]([CH3:19])[CH2:17][CH3:18])(=[O:14])[NH2:13], predict the reactants needed to synthesize it. The reactants are: [CH3:1][O:2][C:3](=[O:10])[CH2:4][C@@H:5]([CH3:9])[C:6]([OH:8])=O.Cl.[C:12]([C@@H:15]([NH:20][C:21](=[O:37])[C@@H:22]([NH2:36])[CH2:23][C:24]1[CH:29]=[CH:28][C:27]([C:30]2[CH:35]=[CH:34][CH:33]=[CH:32][CH:31]=2)=[CH:26][CH:25]=1)[C@@H:16]([CH3:19])[CH2:17][CH3:18])(=[O:14])[NH2:13].C1C=CC2N(O)N=NC=2C=1.C(Cl)CCl.CN1CCOCC1. (3) Given the product [CH2:1]([C:3]1[C:11]([CH3:12])=[C:10]([O:13][CH3:14])[CH:9]=[CH:8][C:4]=1[C:5]([O:7][CH3:20])=[O:6])[CH3:2], predict the reactants needed to synthesize it. The reactants are: [CH2:1]([C:3]1[C:11]([CH3:12])=[C:10]([O:13][CH3:14])[CH:9]=[CH:8][C:4]=1[C:5]([OH:7])=[O:6])[CH3:2].S(=O)(=O)(O)O.[CH3:20]O. (4) Given the product [Cl:47][C:38]1[C:39]([C:43]([F:44])([F:45])[F:46])=[CH:40][CH:41]=[CH:42][C:37]=1[CH2:36][N:35]([CH2:34][CH:33]([C:48]1[CH:53]=[CH:52][CH:51]=[CH:50][CH:49]=1)[C:27]1[CH:32]=[CH:31][CH:30]=[CH:29][CH:28]=1)[CH2:14][CH2:13][CH2:12][CH2:11][C:7]1[CH:6]=[C:5]([CH2:4][C:3]([OH:2])=[O:26])[CH:10]=[CH:9][CH:8]=1, predict the reactants needed to synthesize it. The reactants are: C[O:2][C:3](=[O:26])[CH2:4][C:5]1[CH:10]=[CH:9][CH:8]=[C:7]([CH2:11][CH2:12][CH2:13][CH2:14]OS(C2C=CC(C)=CC=2)(=O)=O)[CH:6]=1.[C:27]1([CH:33]([C:48]2[CH:53]=[CH:52][CH:51]=[CH:50][CH:49]=2)[CH2:34][NH:35][CH2:36][C:37]2[CH:42]=[CH:41][CH:40]=[C:39]([C:43]([F:46])([F:45])[F:44])[C:38]=2[Cl:47])[CH:32]=[CH:31][CH:30]=[CH:29][CH:28]=1.C(=O)([O-])[O-].[K+].[K+]. (5) Given the product [NH:22]1[C:23]2[C:28](=[CH:27][CH:26]=[CH:25][CH:24]=2)[C:20](/[CH:19]=[CH:18]/[C:6]2[CH:5]=[CH:4][C:3]([CH2:2][O:1][CH3:34])=[CH:8][C:7]=2[NH:9][C:10]([C:12]2[S:13][CH:14]=[CH:15][C:16]=2[CH3:17])=[O:11])=[N:21]1, predict the reactants needed to synthesize it. The reactants are: [OH:1][CH2:2][C:3]1[CH:4]=[CH:5][C:6](/[CH:18]=[CH:19]/[C:20]2[C:28]3[C:23](=[CH:24][CH:25]=[CH:26][CH:27]=3)[NH:22][N:21]=2)=[C:7]([NH:9][C:10]([C:12]2[S:13][CH:14]=[CH:15][C:16]=2[CH3:17])=[O:11])[CH:8]=1.S(=O)(=O)(O)O.[CH3:34]O. (6) Given the product [CH3:19][N:20]([CH3:24])[C:21](=[S:22])[O:10][C:5]1[CH:6]=[C:7]([CH3:9])[CH:8]=[C:3]([O:2][CH3:1])[CH:4]=1, predict the reactants needed to synthesize it. The reactants are: [CH3:1][O:2][C:3]1[CH:4]=[C:5]([OH:10])[CH:6]=[C:7]([CH3:9])[CH:8]=1.N12CCN(CC1)CC2.[CH3:19][N:20]([CH3:24])[C:21](Cl)=[S:22].CCOCC. (7) Given the product [O:14]([CH2:13][CH2:12][N:2]1[CH2:3][C:4]2[C:9](=[CH:8][CH:7]=[CH:6][CH:5]=2)[C:1]1=[O:10])[C:15]1[CH:20]=[CH:19][CH:18]=[CH:17][CH:16]=1, predict the reactants needed to synthesize it. The reactants are: [C:1]1(=[O:10])[C:9]2[C:4](=[CH:5][CH:6]=[CH:7][CH:8]=2)[CH2:3][NH:2]1.Br[CH2:12][CH2:13][O:14][C:15]1[CH:20]=[CH:19][CH:18]=[CH:17][CH:16]=1.C([O-])([O-])=O.[Cs+].[Cs+].C1OCCOCCOCCOCCOCCOC1. (8) The reactants are: [NH2:1][C:2]1[N:3]=[CH:4][C:5]([C:8]2[C:9]([F:19])=[C:10]([OH:18])[C:11]([CH:14]3[CH2:17][CH2:16][CH2:15]3)=[CH:12][CH:13]=2)=[N:6][CH:7]=1.Cl[C:21]1[N:26]=[C:25]([S:27][CH3:28])[CH:24]=[CH:23][N:22]=1. Given the product [CH:14]1([C:11]2[CH:12]=[CH:13][C:8]([C:5]3[N:6]=[CH:7][C:2]([NH2:1])=[N:3][CH:4]=3)=[C:9]([F:19])[C:10]=2[O:18][C:21]2[N:26]=[C:25]([S:27][CH3:28])[CH:24]=[CH:23][N:22]=2)[CH2:15][CH2:16][CH2:17]1, predict the reactants needed to synthesize it.